This data is from Catalyst prediction with 721,799 reactions and 888 catalyst types from USPTO. The task is: Predict which catalyst facilitates the given reaction. (1) Reactant: [Cl:1][C:2]1[CH:3]=[C:4]([CH:6]=[CH:7][C:8]=1[O:9][C:10]1[C:19]2[C:14](=[CH:15][C:16]([O:22][CH3:23])=[C:17]([O:20][CH3:21])[CH:18]=2)[N:13]=[CH:12][N:11]=1)[NH2:5].C(N(CC)CC)C.ClC(Cl)(O[C:35](=[O:41])OC(Cl)(Cl)Cl)Cl.Cl.[NH2:44][C:45]1[S:46][C:47]([CH3:51])=[C:48]([CH3:50])[N:49]=1. Product: [Cl:1][C:2]1[CH:3]=[C:4]([NH:5][C:35]([NH:44][C:45]2[S:46][C:47]([CH3:51])=[C:48]([CH3:50])[N:49]=2)=[O:41])[CH:6]=[CH:7][C:8]=1[O:9][C:10]1[C:19]2[C:14](=[CH:15][C:16]([O:22][CH3:23])=[C:17]([O:20][CH3:21])[CH:18]=2)[N:13]=[CH:12][N:11]=1. The catalyst class is: 146. (2) Product: [CH3:1][O:2][C:3]([C:5]1[CH:10]([C:11]2[CH:16]=[CH:15][C:14]([C:17]#[N:18])=[CH:13][CH:12]=2)[N:9]2[C:19](=[O:31])[N:20]([CH2:22][C:23]3[CH:28]=[CH:27][C:26]([CH2:29][N:44]([CH3:45])[CH3:43])=[CH:25][CH:24]=3)[N:21]=[C:8]2[N:7]([C:32]2[CH:37]=[CH:36][CH:35]=[C:34]([C:38]([F:41])([F:40])[F:39])[CH:33]=2)[C:6]=1[CH3:42])=[O:4]. The catalyst class is: 1. Reactant: [CH3:1][O:2][C:3]([C:5]1[CH:10]([C:11]2[CH:16]=[CH:15][C:14]([C:17]#[N:18])=[CH:13][CH:12]=2)[N:9]2[C:19](=[O:31])[N:20]([CH2:22][C:23]3[CH:28]=[CH:27][C:26]([CH2:29]Br)=[CH:25][CH:24]=3)[N:21]=[C:8]2[N:7]([C:32]2[CH:37]=[CH:36][CH:35]=[C:34]([C:38]([F:41])([F:40])[F:39])[CH:33]=2)[C:6]=1[CH3:42])=[O:4].[CH3:43][NH:44][CH3:45]. (3) Reactant: [N:1]1(N)[C:10]2[C:5](=[CH:6][CH:7]=[CH:8][CH:9]=2)[CH2:4][CH2:3][CH2:2]1.Cl.[NH:13]1[CH2:19][CH2:18][CH2:17][C:16](=O)[CH2:15][CH2:14]1.Cl. Product: [CH:8]1[C:9]2[C:17]3[CH2:18][CH2:19][NH:13][CH2:14][CH2:15][C:16]=3[N:1]3[C:10]=2[C:5]([CH2:4][CH2:3][CH2:2]3)=[CH:6][CH:7]=1. The catalyst class is: 14. (4) Reactant: CCN=C=NCCCN(C)C.[C:12]([NH:19][NH2:20])([O:14][C:15]([CH3:18])([CH3:17])[CH3:16])=[O:13].C1C=CC2N(O)N=NC=2C=1.[CH3:31][O:32][C:33]1[C:42]2[C:37](=[C:38]([O:43][CH3:44])[CH:39]=[CH:40][CH:41]=2)[N:36]=[C:35]([C:45]([N:47]2[CH2:52][CH2:51][C:50]3([CH2:61][C:60](=[O:62])[C:59]4[C:54](=[CH:55][CH:56]=[C:57]([C:63](O)=[O:64])[CH:58]=4)[O:53]3)[CH2:49][CH2:48]2)=[O:46])[CH:34]=1. Product: [CH3:31][O:32][C:33]1[C:42]2[C:37](=[C:38]([O:43][CH3:44])[CH:39]=[CH:40][CH:41]=2)[N:36]=[C:35]([C:45]([N:47]2[CH2:52][CH2:51][C:50]3([CH2:61][C:60](=[O:62])[C:59]4[C:54](=[CH:55][CH:56]=[C:57]([C:63]([NH:20][NH:19][C:12]([O:14][C:15]([CH3:18])([CH3:17])[CH3:16])=[O:13])=[O:64])[CH:58]=4)[O:53]3)[CH2:49][CH2:48]2)=[O:46])[CH:34]=1. The catalyst class is: 399. (5) Reactant: [F:1][C:2]1[CH:32]=[CH:31][C:5]([CH2:6][NH:7][C:8]([C:10]2[N:11]=[C:12]3[N:17]([C:18](=[O:28])[C:19]=2[O:20][CH2:21][C:22]2[CH:27]=[CH:26][CH:25]=[CH:24][CH:23]=2)[CH2:16][CH2:15][O:14][C:13]3([CH3:30])[CH3:29])=[O:9])=[C:4]([C:33]#[C:34][Si](C)(C)C)[CH:3]=1.C(=O)([O-])[O-].[K+].[K+]. Product: [C:33]([C:4]1[CH:3]=[C:2]([F:1])[CH:32]=[CH:31][C:5]=1[CH2:6][NH:7][C:8]([C:10]1[N:11]=[C:12]2[N:17]([C:18](=[O:28])[C:19]=1[O:20][CH2:21][C:22]1[CH:27]=[CH:26][CH:25]=[CH:24][CH:23]=1)[CH2:16][CH2:15][O:14][C:13]2([CH3:30])[CH3:29])=[O:9])#[CH:34]. The catalyst class is: 125. (6) Reactant: FC(F)(F)C(O)=O.[F:8][C:9]1[CH:17]=[C:16]([C:18]2[CH:19]=[CH:20][C:21]3[O:25][C:24]([CH:26]4[CH2:31][CH2:30][NH:29][CH2:28][CH2:27]4)=[N:23][C:22]=3[CH:32]=2)[CH:15]=[CH:14][C:10]=1[C:11]([NH2:13])=[O:12].[C:33](O)(=[O:38])[CH2:34][CH:35]([CH3:37])[CH3:36].CCN=C=NCCCN(C)C.Cl.C1C=CC2N(O)N=NC=2C=1. Product: [F:8][C:9]1[CH:17]=[C:16]([C:18]2[CH:19]=[CH:20][C:21]3[O:25][C:24]([CH:26]4[CH2:31][CH2:30][N:29]([C:33](=[O:38])[CH2:34][CH:35]([CH3:37])[CH3:36])[CH2:28][CH2:27]4)=[N:23][C:22]=3[CH:32]=2)[CH:15]=[CH:14][C:10]=1[C:11]([NH2:13])=[O:12]. The catalyst class is: 18.